This data is from Choline transporter screen with 302,306 compounds. The task is: Binary Classification. Given a drug SMILES string, predict its activity (active/inactive) in a high-throughput screening assay against a specified biological target. (1) The drug is O(CC(=O)N(C(C)C)C(C)C)C(=O)CNC(=O)c1cc(c([N+]([O-])=O)cc1)C. The result is 0 (inactive). (2) The drug is s1c2c(CCCC2)c2c(N3CCN(CC3)C(=S)NCCCOC)nc(nc12)CC. The result is 0 (inactive). (3) The molecule is S1(=O)(=O)Cc2c(nn(c2NC(=O)CCC2CCCCC2)c2ccc(F)cc2)C1. The result is 0 (inactive). (4) The result is 0 (inactive). The molecule is S(=O)(=O)(N(CC)CC)c1cc2c(c(oc2cc1)C(=O)N1CCN(CC1)C(OCC)=O)C. (5) The result is 0 (inactive). The compound is O(Cc1ccc(C(=O)N(Cc2ccccc2)C)cc1)c1ccccc1. (6) The compound is Oc1c(CN(CC(C)C)CC(C)C)c2c(cc1)cccc2. The result is 0 (inactive).